Dataset: Reaction yield outcomes from USPTO patents with 853,638 reactions. Task: Predict the reaction yield, written as a fraction of the theoretical maximum amount of product (1.0 means a 100% yield; for example, 0.34 means a 34% yield). (1) The reactants are [NH2:1][C:2]1[C:15]([Br:16])=[CH:14][C:5]2[C:6]([C:10]([NH:12][CH3:13])=[O:11])=[C:7]([I:9])[O:8][C:4]=2[CH:3]=1.[CH3:17][S:18](Cl)(=[O:20])=[O:19].O.O[Li].O. The catalyst is N1C=CC=CC=1. The product is [Br:16][C:15]1[C:2]([NH:1][S:18]([CH3:17])(=[O:20])=[O:19])=[CH:3][C:4]2[O:8][C:7]([I:9])=[C:6]([C:10]([NH:12][CH3:13])=[O:11])[C:5]=2[CH:14]=1. The yield is 0.600. (2) The reactants are [NH2:1][C:2]1[S:3][C:4]2[C:9]([N:10]=1)=[CH:8][CH:7]=[C:6]([O:11][C:12]1[C:13]([F:34])=[CH:14][C:15]([F:33])=[C:16]([NH:18][C:19](=[O:32])[C:20]3[CH:25]=[CH:24][CH:23]=[C:22]([C:26]4([C:29]#[N:30])[CH2:28][CH2:27]4)[C:21]=3[Cl:31])[CH:17]=1)[N:5]=2.[CH:35]1([C:38](Cl)=[O:39])[CH2:37][CH2:36]1.O. The catalyst is CN(C)C1C=CN=CC=1.N1C=CC=CC=1. The product is [Cl:31][C:21]1[C:22]([C:26]2([C:29]#[N:30])[CH2:28][CH2:27]2)=[CH:23][CH:24]=[CH:25][C:20]=1[C:19]([NH:18][C:16]1[CH:17]=[C:12]([O:11][C:6]2[N:5]=[C:4]3[S:3][C:2]([NH:1][C:38]([CH:35]4[CH2:37][CH2:36]4)=[O:39])=[N:10][C:9]3=[CH:8][CH:7]=2)[C:13]([F:34])=[CH:14][C:15]=1[F:33])=[O:32]. The yield is 0.470. (3) The reactants are [NH2:1][C:2]1[C:7]([F:8])=[C:6](Cl)[N:5]=[C:4]([C:10]([O:12][CH3:13])=[O:11])[C:3]=1[Cl:14].[Cl:15][C:16]1[CH:21]=[CH:20][C:19](B2OCCCO2)=[C:18]([F:28])[C:17]=1[O:29][CH3:30].[F-].[K+].C(#N)C. The catalyst is Cl[Pd](Cl)([P](C1C=CC=CC=1)(C1C=CC=CC=1)C1C=CC=CC=1)[P](C1C=CC=CC=1)(C1C=CC=CC=1)C1C=CC=CC=1.O. The product is [NH2:1][C:2]1[C:7]([F:8])=[C:6]([C:19]2[CH:20]=[CH:21][C:16]([Cl:15])=[C:17]([O:29][CH3:30])[C:18]=2[F:28])[N:5]=[C:4]([C:10]([O:12][CH3:13])=[O:11])[C:3]=1[Cl:14]. The yield is 0.760. (4) The reactants are Cl[C:2]1[N:10]=[C:9]2[C:5]([N:6]=[C:7]([CH:12]=[O:13])[N:8]2[CH3:11])=[C:4]([N:14]2[CH2:19][CH2:18][O:17][CH2:16][CH2:15]2)[N:3]=1.[NH:20]1[C:24]2[CH:25]=[CH:26][CH:27]=[CH:28][C:23]=2[N:22]=[C:21]1[CH2:29][CH2:30][OH:31].CC(C1C=C(C(C)C)C(C2C=CC=CC=2P(C2CCCCC2)C2CCCCC2)=C(C(C)C)C=1)C.C(=O)([O-])[O-].[Cs+].[Cs+]. The catalyst is O1CCOCC1.C1C=CC(/C=C/C(/C=C/C2C=CC=CC=2)=O)=CC=1.C1C=CC(/C=C/C(/C=C/C2C=CC=CC=2)=O)=CC=1.C1C=CC(/C=C/C(/C=C/C2C=CC=CC=2)=O)=CC=1.[Pd].[Pd]. The product is [OH:31][CH2:30][CH2:29][C:21]1[N:20]([C:2]2[N:10]=[C:9]3[C:5]([N:6]=[C:7]([CH:12]=[O:13])[N:8]3[CH3:11])=[C:4]([N:14]3[CH2:19][CH2:18][O:17][CH2:16][CH2:15]3)[N:3]=2)[C:24]2[CH:25]=[CH:26][CH:27]=[CH:28][C:23]=2[N:22]=1. The yield is 0.670. (5) The reactants are [F:1][C:2]1[CH:7]=[CH:6][C:5]([C:8]([CH3:12])([CH3:11])[C:9]#[N:10])=[CH:4][CH:3]=1.[H-].[Al+3].[Li+].[H-].[H-].[H-].O.[OH-].[Na+]. The catalyst is C1COCC1. The product is [F:1][C:2]1[CH:3]=[CH:4][C:5]([C:8]([CH3:12])([CH3:11])[CH2:9][NH2:10])=[CH:6][CH:7]=1. The yield is 0.920. (6) The reactants are O(C(C)(C)C)[Na].Cl[C:8]1[C:13]([Cl:14])=[N:12][CH:11]=[CH:10][N:9]=1.[O:15]([CH2:22][CH2:23][OH:24])[C:16]1[CH:21]=[CH:20][CH:19]=[CH:18][CH:17]=1. The catalyst is O1CCOCC1. The product is [Cl:14][C:13]1[C:8]([O:24][CH2:23][CH2:22][O:15][C:16]2[CH:21]=[CH:20][CH:19]=[CH:18][CH:17]=2)=[N:9][CH:10]=[CH:11][N:12]=1. The yield is 0.620.